From a dataset of Catalyst prediction with 721,799 reactions and 888 catalyst types from USPTO. Predict which catalyst facilitates the given reaction. (1) Reactant: [C:1](Cl)(=[O:19])[CH2:2][CH2:3][CH2:4][CH2:5][CH2:6][CH2:7][CH2:8][CH2:9][CH2:10][CH2:11][CH2:12][CH2:13][CH2:14][CH2:15][CH2:16][CH2:17][CH3:18].C(N(CC)CC)C.[C:28]([O:32][C:33](=[O:36])[NH:34][NH2:35])([CH3:31])([CH3:30])[CH3:29]. Product: [C:28]([O:32][C:33](=[O:36])[NH:34][NH2:35])([CH3:31])([CH3:30])[CH3:29].[C:1]([OH:19])(=[O:32])[CH2:2][CH2:3][CH2:4][CH2:5][CH2:6][CH2:7][CH2:8][CH2:9][CH2:10][CH2:11][CH2:12][CH2:13][CH2:14][CH2:15][CH2:16][CH2:17][CH3:18]. The catalyst class is: 1. (2) Product: [C:28]([O:27][C:25]([NH:24][C@H:17]([C:18]1[CH:23]=[CH:22][CH:21]=[CH:20][CH:19]=1)[C:16]([N:12]1[CH2:13][CH2:14][CH2:15][C@H:11]1[C:9]([OH:10])=[O:8])=[O:32])=[O:26])([CH3:31])([CH3:29])[CH3:30]. The catalyst class is: 29. Reactant: C([O:8][C:9]([C@@H:11]1[CH2:15][CH2:14][CH2:13][N:12]1[C:16](=[O:32])[C@H:17]([NH:24][C:25]([O:27][C:28]([CH3:31])([CH3:30])[CH3:29])=[O:26])[C:18]1[CH:23]=[CH:22][CH:21]=[CH:20][CH:19]=1)=[O:10])C1C=CC=CC=1. (3) Reactant: [CH3:1][CH:2]([C:4]([O:6][C:7]1[CH:8]=[CH:9][C:10]([CH2:29][OH:30])=[CH:11][C:12]=1[C@@H:13]([C:23]1[CH:24]=[CH:25][CH:26]=[CH:27][CH:28]=1)[CH2:14][CH2:15][N:16]([CH:20]([CH3:22])[CH3:21])[CH:17]([CH3:19])[CH3:18])=[O:5])[CH3:3].[C:31]([OH:38])(=[O:37])/[CH:32]=[CH:33]/[C:34]([OH:36])=[O:35]. Product: [CH3:3][CH:2]([C:4]([O:6][C:7]1[CH:8]=[CH:9][C:10]([CH2:29][OH:30])=[CH:11][C:12]=1[C@@H:13]([C:23]1[CH:28]=[CH:27][CH:26]=[CH:25][CH:24]=1)[CH2:14][CH2:15][N:16]([CH:20]([CH3:21])[CH3:22])[CH:17]([CH3:18])[CH3:19])=[O:5])[CH3:1].[CH:32](/[C:31]([OH:38])=[O:37])=[CH:33]\[C:34]([OH:36])=[O:35]. The catalyst class is: 6. (4) Reactant: Cl.Cl.Cl.Cl.[N:5]1([C@H:10]2[CH2:14][CH2:13][N:12]([C:15]3[CH:20]=[CH:19][C:18]([C@H:21]4[CH2:26][NH:25][CH2:24][CH2:23][NH:22]4)=[CH:17][CH:16]=3)[CH2:11]2)[CH2:9][CH2:8][CH2:7][CH2:6]1.C(N(CC)CC)C.Cl[C:35]1[N:40]([CH3:41])[C:39](=[O:42])[CH:38]=[C:37]([C:43]2[CH:48]=[CH:47][N:46]=[CH:45][N:44]=2)[N:36]=1. The catalyst class is: 7. Product: [CH3:41][N:40]1[C:39](=[O:42])[CH:38]=[C:37]([C:43]2[CH:48]=[CH:47][N:46]=[CH:45][N:44]=2)[N:36]=[C:35]1[N:25]1[CH2:24][CH2:23][NH:22][C@@H:21]([C:18]2[CH:17]=[CH:16][C:15]([N:12]3[CH2:13][CH2:14][CH:10]([N:5]4[CH2:6][CH2:7][CH2:8][CH2:9]4)[CH2:11]3)=[CH:20][CH:19]=2)[CH2:26]1. (5) Reactant: [Si]([O:8][C:9]1[CH:41]=[CH:40][C:12]2[N:13]([C:18]3[CH:23]=[CH:22][C:21]([CH2:24][CH2:25][NH:26][C:27]([NH:29][S:30]([C:33]4[CH:38]=[CH:37][C:36]([CH3:39])=[CH:35][CH:34]=4)(=[O:32])=[O:31])=[O:28])=[CH:20][CH:19]=3)[C:14]([CH2:16][CH3:17])=[N:15][C:11]=2[CH:10]=1)(C(C)(C)C)(C)C.[F-].C([N+](CCCC)(CCCC)CCCC)CCC. Product: [CH2:16]([C:14]1[N:13]([C:18]2[CH:23]=[CH:22][C:21]([CH2:24][CH2:25][NH:26][C:27]([NH:29][S:30]([C:33]3[CH:38]=[CH:37][C:36]([CH3:39])=[CH:35][CH:34]=3)(=[O:32])=[O:31])=[O:28])=[CH:20][CH:19]=2)[C:12]2[CH:40]=[CH:41][C:9]([OH:8])=[CH:10][C:11]=2[N:15]=1)[CH3:17]. The catalyst class is: 1. (6) Reactant: [C:1]([OH:8])(=[O:7])[CH2:2][CH2:3][CH2:4][CH:5]=[CH2:6].CO.[CH3:11][Si](C=[N+]=[N-])(C)C. Product: [CH3:11][O:7][C:1](=[O:8])[CH2:2][CH2:3][CH2:4][CH:5]=[CH2:6]. The catalyst class is: 27. (7) Product: [CH2:4]([C:6]1([N:10]2[CH:14]=[C:13]([C:15]3[N:20]4[CH:21]=[CH:22][N:23]=[C:19]4[CH:18]=[C:17]([C:24]4[CH:25]=[N:26][N:27]([CH3:29])[CH:28]=4)[N:16]=3)[CH:12]=[N:11]2)[CH2:9][N:8]([S:41]([C:40]([F:53])([F:52])[F:39])(=[O:43])=[O:42])[CH2:7]1)[CH3:5]. Reactant: Cl.Cl.Cl.[CH2:4]([C:6]1([N:10]2[CH:14]=[C:13]([C:15]3[N:20]4[CH:21]=[CH:22][N:23]=[C:19]4[CH:18]=[C:17]([C:24]4[CH:25]=[N:26][N:27]([CH3:29])[CH:28]=4)[N:16]=3)[CH:12]=[N:11]2)[CH2:9][NH:8][CH2:7]1)[CH3:5].C(N(CC)C(C)C)(C)C.[F:39][C:40]([F:53])([F:52])[S:41](O[S:41]([C:40]([F:53])([F:52])[F:39])(=[O:43])=[O:42])(=[O:43])=[O:42].CCOC(C)=O.CO. The catalyst class is: 172. (8) Reactant: CC[O-].[Na+].Cl.[CH:6]1([NH:11][C:12]([NH2:14])=[NH:13])[CH2:10][CH2:9][CH2:8][CH2:7]1.[Cl:15][C:16]1[N:21]2[N:22]=[C:23]([C:29]3[O:30][CH:31]=[CH:32][C:33]=3[CH3:34])[C:24]([C:25](=O)[C:26]#[CH:27])=[C:20]2[CH:19]=[CH:18][CH:17]=1. Product: [Cl:15][C:16]1[N:21]2[N:22]=[C:23]([C:29]3[O:30][CH:31]=[CH:32][C:33]=3[CH3:34])[C:24]([C:25]3[CH:26]=[CH:27][N:14]=[C:12]([NH:11][CH:6]4[CH2:10][CH2:9][CH2:8][CH2:7]4)[N:13]=3)=[C:20]2[CH:19]=[CH:18][CH:17]=1. The catalyst class is: 8.